This data is from Peptide-MHC class I binding affinity with 185,985 pairs from IEDB/IMGT. The task is: Regression. Given a peptide amino acid sequence and an MHC pseudo amino acid sequence, predict their binding affinity value. This is MHC class I binding data. (1) The peptide sequence is QEGCYYQEGK. The MHC is Mamu-B8301 with pseudo-sequence Mamu-B8301. The binding affinity (normalized) is 0.620. (2) The peptide sequence is KYYTSYTLK. The MHC is HLA-A69:01 with pseudo-sequence HLA-A69:01. The binding affinity (normalized) is 0.0847. (3) The MHC is HLA-B08:01 with pseudo-sequence HLA-B08:01. The peptide sequence is FSNSNIYK. The binding affinity (normalized) is 0. (4) The peptide sequence is FLKKLHEEEI. The MHC is HLA-A02:06 with pseudo-sequence HLA-A02:06. The binding affinity (normalized) is 0.0933. (5) The peptide sequence is GIHHPSNSK. The MHC is HLA-A11:01 with pseudo-sequence HLA-A11:01. The binding affinity (normalized) is 0.467. (6) The peptide sequence is YAEGDVVVF. The MHC is HLA-A02:16 with pseudo-sequence HLA-A02:16. The binding affinity (normalized) is 0.0847.